From a dataset of Catalyst prediction with 721,799 reactions and 888 catalyst types from USPTO. Predict which catalyst facilitates the given reaction. (1) Reactant: [CH3:1][C:2]1[CH:21]=[CH:20][CH:19]=[C:18]([CH3:22])[C:3]=1[CH2:4][O:5][C:6]1[CH:7]=[C:8]([CH:14]=[CH:15][C:16]=1[F:17])[C:9](OCC)=[O:10].[H-].[H-].[H-].[H-].[Li+].[Al+3]. Product: [CH3:22][C:18]1[CH:19]=[CH:20][CH:21]=[C:2]([CH3:1])[C:3]=1[CH2:4][O:5][C:6]1[CH:7]=[C:8]([CH2:9][OH:10])[CH:14]=[CH:15][C:16]=1[F:17]. The catalyst class is: 1. (2) Reactant: CCN(C(C)C)C(C)C.[OH:10][C:11]1[CH:12]=[CH:13][CH:14]=[C:15]2[C:20]=1[O:19][C:18](=[O:21])[C:17]([C:22]([OH:24])=O)=[CH:16]2.CN(C(ON1N=NC2C=CC=NC1=2)=[N+](C)C)C.F[P-](F)(F)(F)(F)F.[CH3:49][O:50][C:51]1[N:56]=[C:55]([O:57][CH3:58])[C:54]([C:59]2[CH:60]=[C:61]([NH2:65])[CH:62]=[CH:63][CH:64]=2)=[CH:53][N:52]=1. Product: [CH3:49][O:50][C:51]1[N:56]=[C:55]([O:57][CH3:58])[C:54]([C:59]2[CH:60]=[C:61]([NH:65][C:22]([C:17]3[C:18](=[O:21])[O:19][C:20]4[C:15]([CH:16]=3)=[CH:14][CH:13]=[CH:12][C:11]=4[OH:10])=[O:24])[CH:62]=[CH:63][CH:64]=2)=[CH:53][N:52]=1. The catalyst class is: 3. (3) Reactant: Cl[P:2]1(Cl)[N:7]=[P:6](Cl)(Cl)[N:5]=[P:4](Cl)(Cl)[N:3]=1.[Na].[CH3:14][O:15][C:16]1[CH:21]=[CH:20][C:19]([OH:22])=[CH:18][CH:17]=1.[CH3:23][O:24][C:25]1[CH:30]=[CH:29][C:28]([OH:31])=[CH:27][CH:26]=1.[Na]. Product: [CH3:14][O:15][C:16]1[CH:21]=[CH:20][C:19]([O:22][P:2]2([O:22][C:19]3[CH:20]=[CH:21][C:16]([O:15][CH3:14])=[CH:17][CH:18]=3)[N:7]=[P:6]([O:22][C:19]3[CH:20]=[CH:21][C:16]([O:15][CH3:14])=[CH:17][CH:18]=3)([O:31][C:28]3[CH:29]=[CH:30][C:25]([O:24][CH3:23])=[CH:26][CH:27]=3)[N:5]=[P:4]([O:22][C:19]3[CH:20]=[CH:21][C:16]([O:15][CH3:14])=[CH:17][CH:18]=3)([O:22][C:19]3[CH:20]=[CH:21][C:16]([O:15][CH3:14])=[CH:17][CH:18]=3)[N:3]=2)=[CH:18][CH:17]=1. The catalyst class is: 7. (4) The catalyst class is: 2. Product: [C:1]([CH:5]([N:12]([C:29](=[O:30])[C:28]1[CH:32]=[C:33]([CH3:35])[CH:34]=[C:26]([CH3:25])[CH:27]=1)[NH:13][C:14](=[O:24])[C:15]1[CH:20]=[CH:19][CH:18]=[C:17]([O:21][CH3:22])[C:16]=1[CH3:23])[CH2:6][CH2:7][CH2:8][CH2:9][CH2:10][CH3:11])([CH3:2])([CH3:3])[CH3:4]. Reactant: [C:1]([CH:5]([NH:12][NH:13][C:14](=[O:24])[C:15]1[CH:20]=[CH:19][CH:18]=[C:17]([O:21][CH3:22])[C:16]=1[CH3:23])[CH2:6][CH2:7][CH2:8][CH2:9][CH2:10][CH3:11])([CH3:4])([CH3:3])[CH3:2].[CH3:25][C:26]1[CH:27]=[C:28]([CH:32]=[C:33]([CH3:35])[CH:34]=1)[C:29](Cl)=[O:30].C([O-])([O-])=O.[K+].[K+]. (5) Reactant: [OH:1][C:2]1[C:11]2[C:6](=[CH:7][CH:8]=[C:9]([C:12]([O:14][CH2:15][CH2:16][Si:17]([CH3:20])([CH3:19])[CH3:18])=[O:13])[CH:10]=2)[CH:5]=[N:4][CH:3]=1.N1C=CC=CC=1.[F:27][C:28]([F:41])([F:40])[S:29](O[S:29]([C:28]([F:41])([F:40])[F:27])(=[O:31])=[O:30])(=[O:31])=[O:30]. Product: [F:27][C:28]([F:41])([F:40])[S:29]([O:1][C:2]1[C:11]2[C:6](=[CH:7][CH:8]=[C:9]([C:12]([O:14][CH2:15][CH2:16][Si:17]([CH3:20])([CH3:19])[CH3:18])=[O:13])[CH:10]=2)[CH:5]=[N:4][CH:3]=1)(=[O:31])=[O:30]. The catalyst class is: 4. (6) Product: [CH2:12]([C:6]1([CH2:7][CH2:8][CH2:2][CH2:3][CH2:4][CH3:5])[C:7]2[CH:11]=[CH:10][S:9][C:8]=2[C:2]2[S:1][CH:5]=[CH:4][C:3]1=2)[CH2:13][CH2:14][CH2:15][CH2:16][CH3:17]. Reactant: [S:1]1[CH:5]=[CH:4][C:3]2[CH2:6][C:7]3[CH:11]=[CH:10][S:9][C:8]=3[C:2]1=2.[CH2:12](Br)[CH2:13][CH2:14][CH2:15][CH2:16][CH3:17].[I-].[K+]. The catalyst class is: 16.